Dataset: NCI-60 drug combinations with 297,098 pairs across 59 cell lines. Task: Regression. Given two drug SMILES strings and cell line genomic features, predict the synergy score measuring deviation from expected non-interaction effect. (1) Drug 1: COC1=NC(=NC2=C1N=CN2C3C(C(C(O3)CO)O)O)N. Drug 2: CCC1(C2=C(COC1=O)C(=O)N3CC4=CC5=C(C=CC(=C5CN(C)C)O)N=C4C3=C2)O.Cl. Cell line: KM12. Synergy scores: CSS=20.5, Synergy_ZIP=0.121, Synergy_Bliss=0.581, Synergy_Loewe=-16.9, Synergy_HSA=-0.0777. (2) Drug 1: C1=CC=C(C=C1)NC(=O)CCCCCCC(=O)NO. Drug 2: CC1=C(N=C(N=C1N)C(CC(=O)N)NCC(C(=O)N)N)C(=O)NC(C(C2=CN=CN2)OC3C(C(C(C(O3)CO)O)O)OC4C(C(C(C(O4)CO)O)OC(=O)N)O)C(=O)NC(C)C(C(C)C(=O)NC(C(C)O)C(=O)NCCC5=NC(=CS5)C6=NC(=CS6)C(=O)NCCC[S+](C)C)O. Cell line: MALME-3M. Synergy scores: CSS=23.0, Synergy_ZIP=-3.18, Synergy_Bliss=3.40, Synergy_Loewe=5.34, Synergy_HSA=5.90. (3) Drug 1: CC1=C(C=C(C=C1)C(=O)NC2=CC(=CC(=C2)C(F)(F)F)N3C=C(N=C3)C)NC4=NC=CC(=N4)C5=CN=CC=C5. Drug 2: CC=C1C(=O)NC(C(=O)OC2CC(=O)NC(C(=O)NC(CSSCCC=C2)C(=O)N1)C(C)C)C(C)C. Cell line: SF-539. Synergy scores: CSS=36.4, Synergy_ZIP=-3.18, Synergy_Bliss=-3.64, Synergy_Loewe=-54.3, Synergy_HSA=-3.79. (4) Drug 1: CC1(CCCN1)C2=NC3=C(C=CC=C3N2)C(=O)N. Drug 2: C1CCC(C(C1)[NH-])[NH-].C(=O)(C(=O)[O-])[O-].[Pt+4]. Cell line: OVCAR3. Synergy scores: CSS=16.7, Synergy_ZIP=-5.66, Synergy_Bliss=-2.07, Synergy_Loewe=-4.36, Synergy_HSA=-0.498.